This data is from Reaction yield outcomes from USPTO patents with 853,638 reactions. The task is: Predict the reaction yield, written as a fraction of the theoretical maximum amount of product (1.0 means a 100% yield; for example, 0.34 means a 34% yield). (1) The reactants are Cl[C:2](Cl)([O:4]C(=O)OC(Cl)(Cl)Cl)Cl.[NH2:13][C:14]1[CH:19]=[CH:18][C:17]([N:20]2[C:24](=[O:25])[C:23]3=[CH:26][C:27]([Cl:30])=[CH:28][CH:29]=[C:22]3[C:21]2=[O:31])=[C:16]([CH3:32])[CH:15]=1.[Cl:33][C:34]1[S:38][C:37]([CH2:39][NH2:40])=[CH:36][CH:35]=1. The catalyst is C(Cl)Cl.C(N(CC)C(C)C)C.CC(N(C)C)=O. The product is [Cl:33][C:34]1[S:38][C:37]([CH2:39][NH:40][C:2]([NH:13][C:14]2[CH:19]=[CH:18][C:17]([N:20]3[C:24](=[O:25])[C:23]4[CH:26]=[C:27]([Cl:30])[CH:28]=[CH:29][C:22]=4[C:21]3=[O:31])=[C:16]([CH3:32])[CH:15]=2)=[O:4])=[CH:36][CH:35]=1. The yield is 0.200. (2) The reactants are [Cl:1][C:2]1[CH:3]=[C:4]([C:8]2[CH:9]=[C:10]3[C:14](=[CH:15][CH:16]=2)[N:13]=[CH:12][C:11]23[CH2:21][CH2:20][CH2:19][CH2:18][CH:17]2N[OH:23])[CH:5]=[CH:6][CH:7]=1.O.[NH2:25]N. The catalyst is C(O)C.[Ni]. The product is [OH-:23].[NH4+:13].[Cl:1][C:2]1[CH:3]=[C:4]([C:8]2[CH:9]=[C:10]3[C:14](=[CH:15][CH:16]=2)[N:13]=[C:12]([NH2:25])[C:11]23[CH2:21][CH2:20][CH2:19][CH2:18][CH2:17]2)[CH:5]=[CH:6][CH:7]=1. The yield is 0.00100. (3) The reactants are [CH3:1][C:2]1[CH:7]=[CH:6][CH:5]=[C:4]([CH3:8])[C:3]=1[NH:9][C:10](=[O:12])[CH3:11].[N+:13]([O-])([OH:15])=[O:14]. The catalyst is OS(O)(=O)=O.C(O)(=O)C. The product is [CH3:8][C:4]1[C:5]([N+:13]([O-:15])=[O:14])=[CH:6][CH:7]=[C:2]([CH3:1])[C:3]=1[NH:9][C:10](=[O:12])[CH3:11]. The yield is 0.940. (4) The reactants are [C:1]([O:5][C:6]([NH:8][CH2:9][CH:10]1[CH2:15][CH2:14][N:13]([CH2:16][C:17]2([C:23]([O-:25])=[O:24])[CH2:22][CH2:21][O:20][CH2:19][CH2:18]2)[CH2:12][CH2:11]1)=[O:7])([CH3:4])([CH3:3])[CH3:2].Cl. The catalyst is CO.[OH-].[Na+]. The product is [C:1]([O:5][C:6]([NH:8][CH2:9][CH:10]1[CH2:11][CH2:12][N:13]([CH2:16][C:17]2([C:23]([OH:25])=[O:24])[CH2:18][CH2:19][O:20][CH2:21][CH2:22]2)[CH2:14][CH2:15]1)=[O:7])([CH3:4])([CH3:2])[CH3:3]. The yield is 0.650. (5) The reactants are [CH2:1]([O:8][C:9]1[N:10]=[N:11][C:12]([C:23]([C:25]2[CH:30]=[CH:29][CH:28]=[CH:27][CH:26]=2)=[CH2:24])=[CH:13][C:14]=1[O:15][CH2:16][C:17]1[CH:22]=[CH:21][CH:20]=[CH:19][CH:18]=1)[C:2]1[CH:7]=[CH:6][CH:5]=[CH:4][CH:3]=1.C(OC1N=NC(Cl)=CC=1OCC1C=CC=CC=1)C1C=CC=CC=1.[F:54]C1C=CC(C(B2OC(C)(C)C(C)(C)O2)=C)=CC=1. No catalyst specified. The product is [CH2:1]([O:8][C:9]1[N:10]=[N:11][C:12]([C:23]([C:25]2[CH:30]=[CH:29][C:28]([F:54])=[CH:27][CH:26]=2)=[CH2:24])=[CH:13][C:14]=1[O:15][CH2:16][C:17]1[CH:18]=[CH:19][CH:20]=[CH:21][CH:22]=1)[C:2]1[CH:3]=[CH:4][CH:5]=[CH:6][CH:7]=1. The yield is 0.920.